Dataset: Forward reaction prediction with 1.9M reactions from USPTO patents (1976-2016). Task: Predict the product of the given reaction. (1) Given the reactants [NH2:1][C:2]1[C:3]([C:16]([O:18][CH2:19][CH3:20])=[O:17])=[N:4][CH:5]=[C:6]([CH2:8][C:9]2[CH:14]=[CH:13][C:12]([F:15])=[CH:11][CH:10]=2)[CH:7]=1.[CH3:21][S:22]([C:25]1[CH:32]=[CH:31][C:28]([CH:29]=O)=[CH:27][CH:26]=1)(=[O:24])=[O:23], predict the reaction product. The product is: [F:15][C:12]1[CH:11]=[CH:10][C:9]([CH2:8][C:6]2[CH:7]=[C:2]([NH:1][CH2:29][C:28]3[CH:27]=[CH:26][C:25]([S:22]([CH3:21])(=[O:24])=[O:23])=[CH:32][CH:31]=3)[C:3]([C:16]([O:18][CH2:19][CH3:20])=[O:17])=[N:4][CH:5]=2)=[CH:14][CH:13]=1. (2) Given the reactants Cl[C:2]1[CH:7]=[C:6]([Cl:8])[N:5]=[CH:4][C:3]=1[C:9]([O:11][CH3:12])=[O:10].C(N(CC)CC)C.[NH2:20][NH2:21].O, predict the reaction product. The product is: [Cl:8][C:6]1[CH:7]=[C:2]([NH:20][NH2:21])[C:3]([C:9]([O:11][CH3:12])=[O:10])=[CH:4][N:5]=1. (3) Given the reactants [C:1]([N:5]1[CH:9]=[C:8]([CH:10]=[O:11])[C:7]([C:12]([O:14][CH2:15][CH3:16])=[O:13])=[N:6]1)([CH3:4])([CH3:3])[CH3:2].[BH4-].[Na+], predict the reaction product. The product is: [C:1]([N:5]1[CH:9]=[C:8]([CH2:10][OH:11])[C:7]([C:12]([O:14][CH2:15][CH3:16])=[O:13])=[N:6]1)([CH3:4])([CH3:3])[CH3:2].